From a dataset of Reaction yield outcomes from USPTO patents with 853,638 reactions. Predict the reaction yield, written as a fraction of the theoretical maximum amount of product (1.0 means a 100% yield; for example, 0.34 means a 34% yield). (1) The reactants are Br[C:2]1[CH:15]=[C:14]2[C:5]([N:6]3[C:11]([CH2:12][O:13]2)=[N:10][NH:9][C:8](=[O:16])[C@H:7]3[CH3:17])=[CH:4][C:3]=1[C@@H:18]1[CH2:23][CH2:22][N:21]([CH3:24])[CH2:20][C@@H:19]1[CH3:25].[F:26][C:27]1[C:32]([O:33][CH3:34])=[CH:31][CH:30]=[CH:29][C:28]=1B(O)O.C([O-])([O-])=O.[K+].[K+]. The catalyst is O1CCOCC1.O.C1C=CC(P(C2C=CC=CC=2)[C-]2C=CC=C2)=CC=1.C1C=CC(P(C2C=CC=CC=2)[C-]2C=CC=C2)=CC=1.Cl[Pd]Cl.[Fe+2].C(Cl)Cl. The product is [CH3:24][N:21]1[CH2:22][CH2:23][C@@H:18]([C:3]2[CH:4]=[C:5]3[C:14](=[CH:15][C:2]=2[C:28]2[CH:29]=[CH:30][CH:31]=[C:32]([O:33][CH3:34])[C:27]=2[F:26])[O:13][CH2:12][C:11]2[N:6]3[C@H:7]([CH3:17])[C:8](=[O:16])[NH:9][N:10]=2)[C@@H:19]([CH3:25])[CH2:20]1. The yield is 0.450. (2) The reactants are C(OC([N:8]1[CH2:36][CH2:35][C:11]2([C:15](=[O:16])[N:14]([C:17]3[C:18]([CH3:34])=[N:19][C:20]([N:23]4[CH2:27][CH2:26][C@@H:25]([N:28]5[CH2:32][CH2:31][CH2:30][C@@H:29]5[CH3:33])[CH2:24]4)=[CH:21][CH:22]=3)[CH2:13][CH2:12]2)[CH2:10][CH2:9]1)=O)(C)(C)C.[ClH:37]. The catalyst is CO.CCO. The product is [ClH:37].[CH3:34][C:18]1[C:17]([N:14]2[CH2:13][CH2:12][C:11]3([CH2:35][CH2:36][NH:8][CH2:9][CH2:10]3)[C:15]2=[O:16])=[CH:22][CH:21]=[C:20]([N:23]2[CH2:27][CH2:26][C@@H:25]([N:28]3[CH2:32][CH2:31][CH2:30][C@@H:29]3[CH3:33])[CH2:24]2)[N:19]=1. The yield is 0.970. (3) The reactants are [N+:1]([C:4]1[CH:5]=[N:6][NH:7][CH:8]=1)([O-:3])=[O:2].[H-].[Na+].Br[CH2:12][CH:13]1[CH2:15][CH2:14]1. The catalyst is CN(C)C=O.O. The product is [CH:13]1([CH2:12][N:6]2[CH:5]=[C:4]([N+:1]([O-:3])=[O:2])[CH:8]=[N:7]2)[CH2:15][CH2:14]1. The yield is 0.989. (4) The reactants are [C:1]1([C:7]2[CH:15]=[C:14]3[C:10]([CH2:11][C:12](=[O:16])[NH:13]3)=[CH:9][CH:8]=2)[CH:6]=[CH:5][CH:4]=[CH:3][CH:2]=1.[CH2:17]([N:19]([CH2:32][CH3:33])[CH2:20][CH2:21][NH:22][C:23]([C:25]1[NH:26][C:27]([CH:30]=O)=[CH:28][CH:29]=1)=[O:24])[CH3:18]. No catalyst specified. The product is [CH2:32]([N:19]([CH2:17][CH3:18])[CH2:20][CH2:21][NH:22][C:23]([C:25]1[NH:26][C:27]([CH:30]=[C:11]2[C:10]3[C:14](=[CH:15][C:7]([C:1]4[CH:2]=[CH:3][CH:4]=[CH:5][CH:6]=4)=[CH:8][CH:9]=3)[NH:13][C:12]2=[O:16])=[CH:28][CH:29]=1)=[O:24])[CH3:33]. The yield is 0.420.